The task is: Predict the reactants needed to synthesize the given product.. This data is from Full USPTO retrosynthesis dataset with 1.9M reactions from patents (1976-2016). (1) Given the product [Cl:26][CH2:10][C:9]1[N:5]([CH2:4][C:3]2[C:2]([Cl:1])=[CH:15][CH:14]=[CH:13][C:12]=2[Cl:16])[CH:6]=[N:7][CH:8]=1, predict the reactants needed to synthesize it. The reactants are: [Cl:1][C:2]1[CH:15]=[CH:14][CH:13]=[C:12]([Cl:16])[C:3]=1[CH2:4][N:5]1[C:9]([CH2:10]O)=[CH:8][N:7]=[CH:6]1.C(N(CC)CC)C.S(Cl)([Cl:26])=O. (2) The reactants are: C([O:3][C:4](=O)[CH2:5][CH:6]1[CH2:10][CH2:9][N:8]([C:11]([O:13][C:14]([CH3:17])([CH3:16])[CH3:15])=[O:12])[CH2:7]1)C.[H-].C([Al+]CC(C)C)C(C)C. Given the product [O:3]=[CH:4][CH2:5][CH:6]1[CH2:10][CH2:9][N:8]([C:11]([O:13][C:14]([CH3:17])([CH3:16])[CH3:15])=[O:12])[CH2:7]1, predict the reactants needed to synthesize it. (3) Given the product [N:19]([CH:2]([C:8]1[CH:18]=[CH:17][CH:16]=[CH:15][C:9]=1[C:10]([O:12][CH2:13][CH3:14])=[O:11])[C:3]([O:5][CH2:6][CH3:7])=[O:4])=[N+:20]=[N-:21], predict the reactants needed to synthesize it. The reactants are: Br[CH:2]([C:8]1[CH:18]=[CH:17][CH:16]=[CH:15][C:9]=1[C:10]([O:12][CH2:13][CH3:14])=[O:11])[C:3]([O:5][CH2:6][CH3:7])=[O:4].[N-:19]=[N+:20]=[N-:21].[Na+]. (4) Given the product [NH2:8][CH:9]([CH3:10])[C:12]([NH:13][C:14]1[S:15][C:16]([CH:19]([CH3:28])[CH3:20])=[CH:17][N:18]=1)=[O:29], predict the reactants needed to synthesize it. The reactants are: Cl.C(OC(=O)[NH:8][CH:9]([C:12](=[O:29])[NH:13][C:14]1[S:15][C:16]([CH:19]([CH3:28])[CH2:20]CCC(OC)(C)C)=[CH:17][N:18]=1)[CH2:10]C)(C)(C)C. (5) Given the product [OH:16][C@@H:10]1[C@H:11]2[N:12]([C:32]([O:31][CH2:30][CH:28]3[C:27]4[CH:26]=[CH:25][CH:24]=[CH:23][C:22]=4[C:21]4[C:29]3=[CH:17][CH:18]=[CH:19][CH:20]=4)=[O:33])[CH2:13][CH2:14][C@H:15]2[O:8][CH2:9]1, predict the reactants needed to synthesize it. The reactants are: C(=O)([O-])[O-].[Na+].[Na+].Cl.[O:8]1[C@H:15]2[C@H:11]([NH:12][CH2:13][CH2:14]2)[C@@H:10]([OH:16])[CH2:9]1.[CH:17]1[C:29]2[CH:28]([CH2:30][O:31][C:32](Cl)=[O:33])[C:27]3[C:22](=[CH:23][CH:24]=[CH:25][CH:26]=3)[C:21]=2[CH:20]=[CH:19][CH:18]=1. (6) Given the product [Cl:19][C:20]1[CH:21]=[CH:22][C:23]([S:26]([NH:29][CH2:30][CH2:31][CH2:32][CH2:33][NH:34][CH2:14][C:13]2[CH:16]=[CH:17][CH:18]=[C:11]([O:10][CH2:9][C:6]3[S:7][CH:8]=[C:4]([CH:1]([CH3:3])[CH3:2])[N:5]=3)[CH:12]=2)(=[O:27])=[O:28])=[CH:24][CH:25]=1, predict the reactants needed to synthesize it. The reactants are: [CH:1]([C:4]1[N:5]=[C:6]([CH2:9][O:10][C:11]2[CH:12]=[C:13]([CH:16]=[CH:17][CH:18]=2)[CH:14]=O)[S:7][CH:8]=1)([CH3:3])[CH3:2].[Cl:19][C:20]1[CH:25]=[CH:24][C:23]([S:26]([NH:29][CH2:30][CH2:31][CH2:32][CH2:33][NH2:34])(=[O:28])=[O:27])=[CH:22][CH:21]=1. (7) Given the product [CH:1]([N:4]([S:16]([C:19]1[CH:24]=[CH:23][CH:22]=[CH:21][CH:20]=1)(=[O:18])=[O:17])[C:5]1[CH:10]=[CH:9][C:8]([C:11]([F:12])([F:14])[F:13])=[CH:7][C:6]=1[O:15][CH2:26][C:27]1[CH:28]=[C:29]2[C:34](=[CH:35][CH:36]=1)[CH:33]=[C:32]([C:37]([OH:39])=[O:38])[CH:31]=[CH:30]2)([CH3:3])[CH3:2], predict the reactants needed to synthesize it. The reactants are: [CH:1]([N:4]([S:16]([C:19]1[CH:24]=[CH:23][CH:22]=[CH:21][CH:20]=1)(=[O:18])=[O:17])[C:5]1[CH:10]=[CH:9][C:8]([C:11]([F:14])([F:13])[F:12])=[CH:7][C:6]=1[OH:15])([CH3:3])[CH3:2].O[CH2:26][C:27]1[CH:28]=[C:29]2[C:34](=[CH:35][CH:36]=1)[CH:33]=[C:32]([C:37]([O:39]CC)=[O:38])[CH:31]=[CH:30]2. (8) Given the product [OH:9][C:6]1[CH:7]=[CH:8][C:3]([CH2:2][NH:1][C:20](=[O:21])[O:19][C:15]([CH3:18])([CH3:17])[CH3:16])=[CH:4][CH:5]=1, predict the reactants needed to synthesize it. The reactants are: [NH2:1][CH2:2][C:3]1[CH:8]=[CH:7][C:6]([OH:9])=[CH:5][CH:4]=1.C(=O)(O)[O-].[Na+].[C:15]([O:19][C:20](O[C:20]([O:19][C:15]([CH3:18])([CH3:17])[CH3:16])=[O:21])=[O:21])([CH3:18])([CH3:17])[CH3:16]. (9) Given the product [Cl:34][C@@H:10]1[C@H:9]([OH:8])[C@@:13]([C@H:14]([F:16])[CH3:15])([CH2:17][OH:18])[O:12][C@H:11]1[N:26]1[CH:31]=[CH:30][C:29](=[O:32])[NH:28][C:27]1=[O:33], predict the reactants needed to synthesize it. The reactants are: C([O:8][C@@H:9]1[C@:13]([CH2:17][O:18]CC2C=CC=CC=2)([C@H:14]([F:16])[CH3:15])[O:12][C@@H:11]([N:26]2[CH:31]=[CH:30][C:29](=[O:32])[NH:28][C:27]2=[O:33])[C@@H:10]1[Cl:34])C1C=CC=CC=1.